This data is from Reaction yield outcomes from USPTO patents with 853,638 reactions. The task is: Predict the reaction yield, written as a fraction of the theoretical maximum amount of product (1.0 means a 100% yield; for example, 0.34 means a 34% yield). (1) The reactants are [F:1][C:2]1[CH:7]=[CH:6][CH:5]=[C:4]([F:8])[C:3]=1[N:9]1[C:14]2[N:15]=[C:16](S(C)=O)[N:17]=[C:18]([C:19]3[CH:20]=[C:21]([CH:28]=[CH:29][C:30]=3[CH3:31])[C:22]([NH:24][CH:25]([CH3:27])[CH3:26])=[O:23])[C:13]=2[CH2:12][NH:11][C:10]1=[O:35].[CH3:36][N:37]([CH3:42])[CH2:38][CH2:39][NH:40][CH3:41]. The catalyst is C1COCC1. The product is [F:1][C:2]1[CH:7]=[CH:6][CH:5]=[C:4]([F:8])[C:3]=1[N:9]1[C:14]2[N:15]=[C:16]([N:40]([CH2:39][CH2:38][N:37]([CH3:42])[CH3:36])[CH3:41])[N:17]=[C:18]([C:19]3[CH:20]=[C:21]([CH:28]=[CH:29][C:30]=3[CH3:31])[C:22]([NH:24][CH:25]([CH3:27])[CH3:26])=[O:23])[C:13]=2[CH2:12][NH:11][C:10]1=[O:35]. The yield is 0.970. (2) The reactants are [C:1]1([N:7]2[CH2:12][CH2:11][C:10](=O)[CH2:9][CH2:8]2)[CH:6]=[CH:5][CH:4]=[CH:3][CH:2]=1.Cl.[NH2:15][OH:16]. The catalyst is CO. The product is [C:1]1([N:7]2[CH2:12][CH2:11][C:10](=[N:15][OH:16])[CH2:9][CH2:8]2)[CH:6]=[CH:5][CH:4]=[CH:3][CH:2]=1. The yield is 0.920. (3) The reactants are [Cl:1][CH2:2][C@H:3]1[C:11]2[C:10]3[CH:12]=[CH:13][CH:14]=[CH:15][C:9]=3[C:8]([O:16][C:17](=[O:38])[N:18]([CH2:20][CH2:21][N:22]([CH3:37])[C:23](=[O:36])[CH2:24][CH2:25][CH2:26][CH2:27][CH2:28][N:29]3[C:33](=[O:34])[CH:32]=[CH:31][C:30]3=[O:35])[CH3:19])=[CH:7][C:6]=2[N:5](C(OC(C)(C)C)=O)[CH2:4]1.C(O)(C(F)(F)F)=O. The catalyst is C(Cl)Cl. The product is [O:35]=[C:30]1[CH:31]=[CH:32][C:33](=[O:34])[N:29]1[CH2:28][CH2:27][CH2:26][CH2:25][CH2:24][C:23]([N:22]([CH2:21][CH2:20][N:18]([CH3:19])[C:17](=[O:38])[O:16][C:8]1[C:9]2[CH:15]=[CH:14][CH:13]=[CH:12][C:10]=2[C:11]2[C@H:3]([CH2:2][Cl:1])[CH2:4][NH:5][C:6]=2[CH:7]=1)[CH3:37])=[O:36]. The yield is 0.920. (4) The reactants are [Cl-].[NH4+].C(O)(=O)C.[CH3:7][N:8]1[C:16]2[C:11](=[CH:12][C:13]([N+:17]([O-])=O)=[CH:14][CH:15]=2)[CH:10]=[N:9]1.C(OCC)(=O)C. The catalyst is C(O)C.O.[Zn]. The product is [CH3:7][N:8]1[C:16]2[C:11](=[CH:12][C:13]([NH2:17])=[CH:14][CH:15]=2)[CH:10]=[N:9]1. The yield is 0.180. (5) The reactants are [Cl:1][C:2]1[S:3][C:4]([CH2:7]O)=[CH:5][N:6]=1.S(Cl)(Cl)=O.C(N(CC)CC)C.[NH:20]1[C:28]2[C:23](=[CH:24][CH:25]=[CH:26][CH:27]=2)[C:22]2([C:32]3=[CH:33][C:34]4[O:38][CH2:37][O:36][C:35]=4[CH:39]=[C:31]3[O:30][CH2:29]2)[C:21]1=[O:40].C(=O)([O-])[O-].[Cs+].[Cs+]. The catalyst is C(Cl)Cl. The product is [Cl:1][C:2]1[S:3][C:4]([CH2:7][N:20]2[C:28]3[C:23](=[CH:24][CH:25]=[CH:26][CH:27]=3)[C:22]3([C:32]4=[CH:33][C:34]5[O:38][CH2:37][O:36][C:35]=5[CH:39]=[C:31]4[O:30][CH2:29]3)[C:21]2=[O:40])=[CH:5][N:6]=1. The yield is 0.0340.